This data is from Forward reaction prediction with 1.9M reactions from USPTO patents (1976-2016). The task is: Predict the product of the given reaction. Given the reactants [CH:1]12[CH2:10][CH:5]3[CH2:6][CH:7]([CH2:9][CH:3]([CH2:4]3)[CH:2]1[NH:11][C:12]([C:14]1[CH:15]=[N:16][N:17]([C:23]3[CH:28]=[CH:27][C:26]([CH2:29][C:30]([O:32]C)=[O:31])=[CH:25][CH:24]=3)[C:18]=1[S:19][CH2:20][CH2:21][CH3:22])=[O:13])[CH2:8]2.[OH-].[Na+], predict the reaction product. The product is: [CH:1]12[CH2:10][CH:5]3[CH2:6][CH:7]([CH2:9][CH:3]([CH2:4]3)[CH:2]1[NH:11][C:12]([C:14]1[CH:15]=[N:16][N:17]([C:23]3[CH:24]=[CH:25][C:26]([CH2:29][C:30]([OH:32])=[O:31])=[CH:27][CH:28]=3)[C:18]=1[S:19][CH2:20][CH2:21][CH3:22])=[O:13])[CH2:8]2.